Task: Predict the product of the given reaction.. Dataset: Forward reaction prediction with 1.9M reactions from USPTO patents (1976-2016) (1) Given the reactants [NH:1]1[C:5]2[CH:6]=[CH:7][CH:8]=[CH:9][C:4]=2[N:3]=[C:2]1[C:10]([N:12]1[CH2:17][C@@H:16]2[CH2:18][C@H:13]1[CH2:14][N:15]2[C:19]([C@@H:21]([NH:26]C(=O)OC(C)(C)C)[C:22]([CH3:25])([CH3:24])[CH3:23])=[O:20])=[O:11].C([O-])([O-])=O.[Na+].[Na+], predict the reaction product. The product is: [NH:1]1[C:5]2[CH:6]=[CH:7][CH:8]=[CH:9][C:4]=2[N:3]=[C:2]1[C:10]([N:12]1[CH2:17][C@@H:16]2[CH2:18][C@H:13]1[CH2:14][N:15]2[C:19](=[O:20])[C@@H:21]([NH2:26])[C:22]([CH3:23])([CH3:24])[CH3:25])=[O:11]. (2) Given the reactants Cl.[C:2]([C:4]1[CH:17]=[CH:16][C:7]([CH2:8][N:9]2[CH2:14][CH2:13][NH:12][CH2:11][C:10]2=[O:15])=[CH:6][CH:5]=1)#[N:3].[Cl:18][C:19]1[CH:20]=[C:21]2[C:26](=[CH:27][CH:28]=1)[CH:25]=[C:24]([S:29](Cl)(=[O:31])=[O:30])[CH:23]=[CH:22]2.C(=O)([O-])[O-].[Na+].[Na+].C(OCC)(=O)C, predict the reaction product. The product is: [Cl:18][C:19]1[CH:20]=[C:21]2[C:26](=[CH:27][CH:28]=1)[CH:25]=[C:24]([S:29]([N:12]1[CH2:13][CH2:14][N:9]([CH2:8][C:7]3[CH:6]=[CH:5][C:4]([C:2]#[N:3])=[CH:17][CH:16]=3)[C:10](=[O:15])[CH2:11]1)(=[O:31])=[O:30])[CH:23]=[CH:22]2. (3) The product is: [N:19]1([C:8]([O:10][CH2:11][C:12]2[CH:17]=[CH:16][CH:15]=[CH:14][CH:13]=2)=[O:9])[CH2:20][CH2:21][CH:22]([C:23]([O:25][C:26]([CH3:28])([CH3:29])[CH3:27])=[O:24])[N:18]1[C:30]([O:32][C:33]([CH3:36])([CH3:35])[CH3:34])=[O:31]. Given the reactants C([O-])([O-])=O.[K+].[K+].Cl[C:8]([O:10][CH2:11][C:12]1[CH:17]=[CH:16][CH:15]=[CH:14][CH:13]=1)=[O:9].[N:18]1([C:30]([O:32][C:33]([CH3:36])([CH3:35])[CH3:34])=[O:31])[CH:22]([C:23]([O:25][C:26]([CH3:29])([CH3:28])[CH3:27])=[O:24])[CH2:21][CH2:20][NH:19]1, predict the reaction product. (4) The product is: [O:28]1[CH2:29][CH2:30][N:25]([CH2:24][CH2:23][CH2:22][NH:21][S:17]([C:2]2[CH:3]=[CH:4][C:5]3[C:6](=[O:16])[C:7]4[C:12](=[CH:11][CH:10]=[CH:9][CH:8]=4)[C:13](=[O:15])[C:14]=3[CH:1]=2)(=[O:19])=[O:18])[CH2:26][CH2:27]1. Given the reactants [CH:1]1[C:14]2[C:13](=[O:15])[C:12]3[C:7](=[CH:8][CH:9]=[CH:10][CH:11]=3)[C:6](=[O:16])[C:5]=2[CH:4]=[CH:3][C:2]=1[S:17](Cl)(=[O:19])=[O:18].[NH2:21][CH2:22][CH2:23][CH2:24][N:25]1[CH2:30][CH2:29][O:28][CH2:27][CH2:26]1.[OH-].[Na+], predict the reaction product. (5) Given the reactants Cl.[NH2:2][C:3]1[N:11]=[CH:10][N:9]=[C:8]2[C:4]=1[N:5]=[CH:6][N:7]2[C:12]1[CH:17]=[CH:16][C:15]([NH:18][C:19]([NH:21][C:22]2[CH:27]=[CH:26][C:25]([Cl:28])=[C:24]([C:29]([F:32])([F:31])[F:30])[CH:23]=2)=[O:20])=[CH:14][CH:13]=1.C(OC([NH:40][CH2:41][C:42](O)=[O:43])=O)(C)(C)C, predict the reaction product. The product is: [ClH:28].[NH2:40][CH2:41][C:42]([NH:2][C:3]1[N:11]=[CH:10][N:9]=[C:8]2[C:4]=1[N:5]=[CH:6][N:7]2[C:12]1[CH:13]=[CH:14][C:15]([NH:18][C:19]([NH:21][C:22]2[CH:27]=[CH:26][C:25]([Cl:28])=[C:24]([C:29]([F:31])([F:32])[F:30])[CH:23]=2)=[O:20])=[CH:16][CH:17]=1)=[O:43]. (6) Given the reactants C(O[C:6](=O)[N:7]([CH2:9][C:10]([N:12]1[CH2:17][CH2:16][N:15]([C:18]2[CH:23]=[CH:22][CH:21]=[C:20]([CH2:24][S:25]([CH:28]=[C:29]3[CH2:32][N:31]([CH:33]([C:41]4[CH:46]=[CH:45][C:44]([Cl:47])=[CH:43][CH:42]=4)[C:34]4[CH:39]=[CH:38][C:37]([Cl:40])=[CH:36][CH:35]=4)[CH2:30]3)(=[O:27])=[O:26])[CH:19]=2)[CH2:14][CH2:13]1)=[O:11])C)(C)(C)C, predict the reaction product. The product is: [Cl:40][C:37]1[CH:36]=[CH:35][C:34]([CH:33]([C:41]2[CH:42]=[CH:43][C:44]([Cl:47])=[CH:45][CH:46]=2)[N:31]2[CH2:30][C:29](=[CH:28][S:25]([CH2:24][C:20]3[CH:19]=[C:18]([N:15]4[CH2:14][CH2:13][N:12]([C:10](=[O:11])[CH2:9][NH:7][CH3:6])[CH2:17][CH2:16]4)[CH:23]=[CH:22][CH:21]=3)(=[O:27])=[O:26])[CH2:32]2)=[CH:39][CH:38]=1. (7) The product is: [Cl:1][C:2]1[CH:3]=[CH:4][C:5]([CH:8]2[CH:12]([C:13]3[CH:14]=[CH:15][C:16]([Cl:19])=[CH:17][CH:18]=3)[N:11]([C:36]([Cl:38])=[O:37])[C:10]([C:20]3[C:21]([O:26][CH2:27][CH3:28])=[N:22][CH:23]=[CH:24][CH:25]=3)=[N:9]2)=[CH:6][CH:7]=1. Given the reactants [Cl:1][C:2]1[CH:7]=[CH:6][C:5]([CH:8]2[CH:12]([C:13]3[CH:18]=[CH:17][C:16]([Cl:19])=[CH:15][CH:14]=3)[NH:11][C:10]([C:20]3[C:21]([O:26][CH2:27][CH3:28])=[N:22][CH:23]=[CH:24][CH:25]=3)=[N:9]2)=[CH:4][CH:3]=1.C(N(CC)CC)C.[C:36](Cl)([Cl:38])=[O:37], predict the reaction product. (8) Given the reactants I[C:2]1[CH:7]=[C:6]([CH2:8][CH2:9][CH3:10])[CH:5]=[CH:4][C:3]=1[OH:11].Cl[C:13]1[C:14](I)=[C:15]([OH:20])C=C(Cl)C=1, predict the reaction product. The product is: [CH2:8]([C:6]1[CH:5]=[CH:4][C:3]2[O:11][C:14]([CH2:15][OH:20])=[CH:13][C:2]=2[CH:7]=1)[CH2:9][CH3:10]. (9) Given the reactants [F:1][C:2]([F:13])([F:12])[C:3]1[CH:8]=[CH:7][C:6](B(O)O)=[CH:5][CH:4]=1.[F-].[Cs+].Cl[C:17]1[CH:25]=[C:24]2[C:20]([C:21]([NH:34][C:35](=[O:39])[CH2:36][CH2:37][CH3:38])=[N:22][N:23]2[CH2:26][O:27][CH2:28][CH2:29][Si:30]([CH3:33])([CH3:32])[CH3:31])=[CH:19][CH:18]=1, predict the reaction product. The product is: [F:1][C:2]([F:13])([F:12])[C:3]1[CH:8]=[CH:7][C:6]([C:17]2[CH:25]=[C:24]3[C:20]([C:21]([NH:34][C:35](=[O:39])[CH2:36][CH2:37][CH3:38])=[N:22][N:23]3[CH2:26][O:27][CH2:28][CH2:29][Si:30]([CH3:33])([CH3:31])[CH3:32])=[CH:19][CH:18]=2)=[CH:5][CH:4]=1.